From a dataset of Full USPTO retrosynthesis dataset with 1.9M reactions from patents (1976-2016). Predict the reactants needed to synthesize the given product. (1) Given the product [CH2:1]([O:8][C:9]1[CH:10]=[C:11]([C:12]2[NH:24][C:25]3=[N:26][CH:27]=[CH:28][CH:29]=[C:30]3[N:31]=2)[CH:15]=[C:16]([O:18][C@@H:19]([CH3:23])[CH2:20][O:21][CH3:22])[CH:17]=1)[C:2]1[CH:7]=[CH:6][CH:5]=[CH:4][CH:3]=1, predict the reactants needed to synthesize it. The reactants are: [CH2:1]([O:8][C:9]1[CH:10]=[C:11]([CH:15]=[C:16]([O:18][C@@H:19]([CH3:23])[CH2:20][O:21][CH3:22])[CH:17]=1)[C:12](O)=O)[C:2]1[CH:7]=[CH:6][CH:5]=[CH:4][CH:3]=1.[NH2:24][C:25]1[C:30]([NH2:31])=[CH:29][CH:28]=[CH:27][N:26]=1.CCN=C=NCCCN(C)C.O. (2) Given the product [CH:31]1[CH:6]=[C:7]2[C:8]([C:36]([OH:38])([OH:37])[C:35](=[O:55])[C:34]2=[CH:33][CH:32]=1)=[O:10], predict the reactants needed to synthesize it. The reactants are: CN(C1C=[CH:6][C:7]2C(C3C=CC=CC=3C([O-])=O)=C3C(C=C(N(C)C)C=C3)=[O+:10][C:8]=2C=1)C.N[CH2:31][CH2:32][CH2:33][CH2:34][CH2:35][C:36]([OH:38])=[O:37].C1CN([P+]([O:55]N2N=NC3C=CC=CC2=3)(N2CCCC2)N2CCCC2)CC1.F[P-](F)(F)(F)(F)F.CCN(C(C)C)C(C)C. (3) The reactants are: [C:1]([CH2:3][C:4]1[S:5][CH:6]=[CH:7][C:8]=1[C:9]#[N:10])#[N:2].[BrH:11].[OH-].[Na+]. Given the product [NH2:2][C:1]1[N:10]=[C:9]([Br:11])[C:8]2[CH:7]=[CH:6][S:5][C:4]=2[CH:3]=1, predict the reactants needed to synthesize it. (4) Given the product [Cl:1][C:2]1[C:3]([C:28]2[CH:29]=[N:30][N:31]3[CH:36]=[CH:35][CH:34]=[CH:33][C:32]=23)=[N:4][C:5]([NH:8][C:9]2[C:10]([O:26][CH3:27])=[CH:11][C:12]([N:18]3[CH2:22][CH2:21][C@@H:20]([N:23]([CH3:25])[CH3:24])[CH2:19]3)=[C:13]([NH2:15])[CH:14]=2)=[N:6][CH:7]=1, predict the reactants needed to synthesize it. The reactants are: [Cl:1][C:2]1[C:3]([C:28]2[CH:29]=[N:30][N:31]3[CH:36]=[CH:35][CH:34]=[CH:33][C:32]=23)=[N:4][C:5]([NH:8][C:9]2[CH:14]=[C:13]([N+:15]([O-])=O)[C:12]([N:18]3[CH2:22][CH2:21][C@@H:20]([N:23]([CH3:25])[CH3:24])[CH2:19]3)=[CH:11][C:10]=2[O:26][CH3:27])=[N:6][CH:7]=1.[NH4+].[Cl-].O. (5) Given the product [NH2:27][CH2:26][C@H:23]1[CH2:22][CH2:21][C@H:20]([NH:19][C:15]2[N:14]=[C:13]([N:4]3[C:8]4[CH:9]=[CH:10][CH:11]=[CH:12][C:7]=4[N:6]=[N:5]3)[CH:18]=[CH:17][N:16]=2)[CH2:25][CH2:24]1, predict the reactants needed to synthesize it. The reactants are: O.NN.[N:4]1([C:13]2[CH:18]=[CH:17][N:16]=[C:15]([NH:19][C@H:20]3[CH2:25][CH2:24][C@H:23]([CH2:26][N:27]4C(=O)C5C(=CC=CC=5)C4=O)[CH2:22][CH2:21]3)[N:14]=2)[C:8]2[CH:9]=[CH:10][CH:11]=[CH:12][C:7]=2[N:6]=[N:5]1. (6) Given the product [Br:1][C:2]1[CH:3]=[C:4]2[C:9](=[CH:10][CH:11]=1)[N:8]1[CH:13]=[N:15][N:16]=[C:7]1[CH2:6][CH2:5]2, predict the reactants needed to synthesize it. The reactants are: [Br:1][C:2]1[CH:3]=[C:4]2[C:9](=[CH:10][CH:11]=1)[NH:8][C:7](=S)[CH2:6][CH2:5]2.[CH:13]([NH:15][NH2:16])=O.C1(O)CCCCC1. (7) Given the product [CH3:9][O:10][C:11]1[CH:12]=[C:13]([NH:23][C:24]2[N:26]=[C:31]([C:32]([C:35]3[CH:40]=[CH:39][CH:38]=[C:37]([O:41][CH3:42])[CH:36]=3)([CH3:34])[CH3:33])[CH:30]=[CH:29][N:25]=2)[CH:14]=[CH:15][C:16]=1[N:17]1[CH:21]=[C:20]([CH3:22])[N:19]=[CH:18]1, predict the reactants needed to synthesize it. The reactants are: [N+]([O-])(O)=O.[N+]([O-])(O)=O.[CH3:9][O:10][C:11]1[CH:12]=[C:13]([NH:23][C:24]([NH2:26])=[NH:25])[CH:14]=[CH:15][C:16]=1[N:17]1[CH:21]=[C:20]([CH3:22])[N:19]=[CH:18]1.CN(C)[CH:29]=[CH:30][C:31](=O)[C:32]([C:35]1[CH:40]=[CH:39][CH:38]=[C:37]([O:41][CH3:42])[CH:36]=1)([CH3:34])[CH3:33].C(N(CC)CC)C. (8) Given the product [N:28]1[CH:33]=[CH:32][CH:31]=[C:30]([C:2]2[CH:3]=[C:4]([C:8]3[CH:13]=[C:12]([C:14]([F:15])([F:17])[F:16])[CH:11]=[C:10]([C:18]4[CH:19]=[CH:20][C:21]([C:24]([F:25])([F:26])[F:27])=[CH:22][CH:23]=4)[N:9]=3)[CH:5]=[CH:6][CH:7]=2)[CH:29]=1, predict the reactants needed to synthesize it. The reactants are: Br[C:2]1[CH:3]=[C:4]([C:8]2[CH:13]=[C:12]([C:14]([F:17])([F:16])[F:15])[CH:11]=[C:10]([C:18]3[CH:23]=[CH:22][C:21]([C:24]([F:27])([F:26])[F:25])=[CH:20][CH:19]=3)[N:9]=2)[CH:5]=[CH:6][CH:7]=1.[N:28]1[CH:33]=[CH:32][CH:31]=[C:30](B(O)O)[CH:29]=1. (9) Given the product [Br:2][C:3]1[CH:10]=[CH:9][C:6]([CH2:12][NH:15][C:22](=[O:23])[O:24][CH3:25])=[C:5]([F:11])[CH:4]=1, predict the reactants needed to synthesize it. The reactants are: Cl.[Br:2][C:3]1[CH:10]=[CH:9][C:6](NC)=[C:5]([F:11])[CH:4]=1.[CH:12]([N:15](CC)C(C)C)(C)C.Cl[C:22]([O:24][CH3:25])=[O:23]. (10) Given the product [Si:32]([O:39][CH2:40][CH2:41][NH:1][C@H:2]1[CH2:7][CH2:6][C@H:5]([NH:8][C:9]2[CH:14]=[C:13]([C:15]3[CH:20]=[CH:19][CH:18]=[C:17]([NH:21][CH2:22][C:23]4([C:29]#[N:30])[CH2:28][CH2:27][O:26][CH2:25][CH2:24]4)[N:16]=3)[C:12]([Cl:31])=[CH:11][N:10]=2)[CH2:4][CH2:3]1)([C:35]([CH3:38])([CH3:37])[CH3:36])([CH3:34])[CH3:33], predict the reactants needed to synthesize it. The reactants are: [NH2:1][C@H:2]1[CH2:7][CH2:6][C@H:5]([NH:8][C:9]2[CH:14]=[C:13]([C:15]3[CH:20]=[CH:19][CH:18]=[C:17]([NH:21][CH2:22][C:23]4([C:29]#[N:30])[CH2:28][CH2:27][O:26][CH2:25][CH2:24]4)[N:16]=3)[C:12]([Cl:31])=[CH:11][N:10]=2)[CH2:4][CH2:3]1.[Si:32]([O:39][CH2:40][CH:41]=O)([C:35]([CH3:38])([CH3:37])[CH3:36])([CH3:34])[CH3:33].C(O[BH-](OC(=O)C)OC(=O)C)(=O)C.[Na+].